Dataset: Peptide-MHC class I binding affinity with 185,985 pairs from IEDB/IMGT. Task: Regression. Given a peptide amino acid sequence and an MHC pseudo amino acid sequence, predict their binding affinity value. This is MHC class I binding data. (1) The peptide sequence is KFPYRVCSM. The MHC is Mamu-A01 with pseudo-sequence Mamu-A01. The binding affinity (normalized) is 0.192. (2) The peptide sequence is SEDGLDGFDW. The MHC is HLA-B44:03 with pseudo-sequence HLA-B44:03. The binding affinity (normalized) is 0.718.